Dataset: Forward reaction prediction with 1.9M reactions from USPTO patents (1976-2016). Task: Predict the product of the given reaction. The product is: [N:28]1([C:26]([C@@H:22]2[CH2:23][CH2:24][CH2:25][N:20]([C:18]3[N:19]=[C:14]4[NH:13][C:1]([C:3]5[CH:4]=[C:5]([CH:10]=[CH:11][CH:12]=5)[C:6]([O:8][CH3:9])=[O:7])=[N:33][C:15]4=[CH:16][CH:17]=3)[CH2:21]2)=[O:27])[CH2:32][CH2:31][CH2:30][CH2:29]1. Given the reactants [CH:1]([C:3]1[CH:4]=[C:5]([CH:10]=[CH:11][CH:12]=1)[C:6]([O:8][CH3:9])=[O:7])=O.[NH2:13][C:14]1[N:19]=[C:18]([N:20]2[CH2:25][CH2:24][CH2:23][C@@H:22]([C:26]([N:28]3[CH2:32][CH2:31][CH2:30][CH2:29]3)=[O:27])[CH2:21]2)[CH:17]=[CH:16][C:15]=1[N+:33]([O-])=O.S(S([O-])(=O)=O)([O-])(=O)=O.[Na+].[Na+].O, predict the reaction product.